This data is from Forward reaction prediction with 1.9M reactions from USPTO patents (1976-2016). The task is: Predict the product of the given reaction. (1) Given the reactants [Cl:1][C:2]1[CH:7]=[CH:6][C:5]([CH:8](O)[C:9]2[C:10]([C:27]([O:29][CH2:30][CH3:31])=[O:28])=[N:11][N:12]([C:17]3[C:18]([O:25][CH3:26])=[N:19][C:20]([O:23][CH3:24])=[N:21][CH:22]=3)[C:13]=2[CH:14]([CH3:16])[CH3:15])=[CH:4][CH:3]=1.[CH3:33][C:34]1[C:38]2[CH:39]=[C:40]([N+:43]([O-])=O)[CH:41]=[CH:42][C:37]=2[O:36][N:35]=1, predict the reaction product. The product is: [Cl:1][C:2]1[CH:3]=[CH:4][C:5]([CH:8]([NH:43][C:40]2[CH:41]=[CH:42][C:37]3[O:36][N:35]=[C:34]([CH3:33])[C:38]=3[CH:39]=2)[C:9]2[C:10]([C:27]([O:29][CH2:30][CH3:31])=[O:28])=[N:11][N:12]([C:17]3[C:18]([O:25][CH3:26])=[N:19][C:20]([O:23][CH3:24])=[N:21][CH:22]=3)[C:13]=2[CH:14]([CH3:16])[CH3:15])=[CH:6][CH:7]=1. (2) Given the reactants C[O:2][C:3](=[O:29])[CH:4]([N:14]1[CH2:18][C:17]([O:19][C:20]2[C:25]([F:26])=[CH:24][CH:23]=[CH:22][C:21]=2[F:27])=[CH:16][C:15]1=[O:28])[CH2:5][C:6]1[C:11]([Cl:12])=[CH:10][CH:9]=[CH:8][C:7]=1[Cl:13].O1CCCC1.O.[OH-].[Li+], predict the reaction product. The product is: [Cl:13][C:7]1[CH:8]=[CH:9][CH:10]=[C:11]([Cl:12])[C:6]=1[CH2:5][CH:4]([N:14]1[CH2:18][C:17]([O:19][C:20]2[C:21]([F:27])=[CH:22][CH:23]=[CH:24][C:25]=2[F:26])=[CH:16][C:15]1=[O:28])[C:3]([OH:29])=[O:2]. (3) Given the reactants N(C(OCC)=O)=NC(OCC)=O.[OH:13][C@H:14]1[CH2:18][N:17]([CH3:19])[C@@H:16]([C:20]([N:22]([CH3:24])[CH3:23])=[O:21])[CH2:15]1.[Cl:25][C:26]1[C:35]2[C:30](=[CH:31][C:32]([O:37][CH3:38])=[C:33](O)[CH:34]=2)[N:29]=[CH:28][N:27]=1.C1(P(C2C=CC=CC=2)C2C=CC=CC=2)C=CC=CC=1, predict the reaction product. The product is: [Cl:25][C:26]1[C:35]2[C:30](=[CH:31][C:32]([O:37][CH3:38])=[C:33]([O:13][C@@H:14]3[CH2:18][N:17]([CH3:19])[C@@H:16]([C:20]([N:22]([CH3:24])[CH3:23])=[O:21])[CH2:15]3)[CH:34]=2)[N:29]=[CH:28][N:27]=1. (4) Given the reactants [Cl:1][C:2]1[N:10]=[C:9]2[C:5]([N:6]=[C:7]([CH:17]=O)[N:8]2[CH:11]2[CH2:16][CH2:15][CH2:14][CH2:13][O:12]2)=[C:4]([N:19]2[CH2:24][CH2:23][O:22][CH2:21][CH2:20]2)[N:3]=1.ClC1N=C2C(N=C(C[N:38]3[CH2:43][CH2:42][CH:41]([N:44]([CH3:46])[CH3:45])[CH2:40][CH2:39]3)N2CC)=C(N2CCOCC2)N=1, predict the reaction product. The product is: [Cl:1][C:2]1[N:10]=[C:9]2[C:5]([N:6]=[C:7]([CH2:17][N:38]3[CH2:43][CH2:42][CH:41]([N:44]([CH3:46])[CH3:45])[CH2:40][CH2:39]3)[N:8]2[CH:11]2[CH2:16][CH2:15][CH2:14][CH2:13][O:12]2)=[C:4]([N:19]2[CH2:20][CH2:21][O:22][CH2:23][CH2:24]2)[N:3]=1. (5) The product is: [OH:35][CH2:34][CH2:36][NH:37][C:4]([C:6]1[C:7]2[S:15][CH:14]=[C:13]([CH2:16][O:17][C:18]3[CH:23]=[CH:22][CH:21]=[C:20]([NH:24][C:25](=[O:33])[C:26]4[CH:31]=[CH:30][C:29]([Cl:32])=[CH:28][CH:27]=4)[CH:19]=3)[C:8]=2[C:9]([NH2:12])=[N:10][CH:11]=1)=[O:5]. Given the reactants C(O[C:4]([C:6]1[C:7]2[S:15][CH:14]=[C:13]([CH2:16][O:17][C:18]3[CH:23]=[CH:22][CH:21]=[C:20]([NH:24][C:25](=[O:33])[C:26]4[CH:31]=[CH:30][C:29]([Cl:32])=[CH:28][CH:27]=4)[CH:19]=3)[C:8]=2[C:9]([NH2:12])=[N:10][CH:11]=1)=[O:5])C.[CH2:34]([CH2:36][NH2:37])[OH:35], predict the reaction product. (6) Given the reactants [CH3:1][O:2][C:3]([C@H:5]1[CH2:9][C@@H:8]([O:10][CH3:11])[CH2:7][N:6]1C(C1C=CC=CC=1)(C1C=CC=CC=1)C1C=CC=CC=1)=[O:4].C(Cl)Cl.C(O)(C(F)(F)F)=O, predict the reaction product. The product is: [CH3:1][O:2][C:3]([C@H:5]1[CH2:9][C@@H:8]([O:10][CH3:11])[CH2:7][NH:6]1)=[O:4].